From a dataset of Forward reaction prediction with 1.9M reactions from USPTO patents (1976-2016). Predict the product of the given reaction. (1) The product is: [Cl:12][C:13]1[C:14]([NH:21][CH2:22][C:23]2([CH2:26][O:27][C:28]3[CH:33]=[CH:32][CH:31]=[CH:30][CH:29]=3)[CH2:25][CH2:24]2)=[CH:15][N:16]=[N:17][C:18]=1[NH:19][NH:20][C:9](=[O:11])[CH2:8][CH:5]1[CH2:6][CH2:7]1. Given the reactants S(Cl)(Cl)=O.[CH:5]1([CH2:8][C:9]([OH:11])=O)[CH2:7][CH2:6]1.[Cl:12][C:13]1[C:14]([NH:21][CH2:22][C:23]2([CH2:26][O:27][C:28]3[CH:33]=[CH:32][CH:31]=[CH:30][CH:29]=3)[CH2:25][CH2:24]2)=[CH:15][N:16]=[N:17][C:18]=1[NH:19][NH2:20].C(=O)(O)[O-].[Na+], predict the reaction product. (2) Given the reactants [Cl:1][C:2]1[CH:28]=[CH:27][C:5]([O:6][C:7]2[CH:12]=[CH:11][C:10]([N:13]3[C@@H:17]([C:18]4[CH:23]=[CH:22][CH:21]=[CH:20][CH:19]=4)[C@H:16]([CH2:24][NH2:25])[O:15][C:14]3=[O:26])=[CH:9][CH:8]=2)=[CH:4][CH:3]=1.C(N(CC)CC)C.[S:36](Cl)([CH3:39])(=[O:38])=[O:37], predict the reaction product. The product is: [Cl:1][C:2]1[CH:3]=[CH:4][C:5]([O:6][C:7]2[CH:8]=[CH:9][C:10]([N:13]3[C@@H:17]([C:18]4[CH:23]=[CH:22][CH:21]=[CH:20][CH:19]=4)[C@H:16]([CH2:24][NH:25][S:36]([CH3:39])(=[O:38])=[O:37])[O:15][C:14]3=[O:26])=[CH:11][CH:12]=2)=[CH:27][CH:28]=1. (3) Given the reactants [C:1]([CH:4]1[NH:9][CH2:8][CH2:7][N:6]([C:10]([O:12][CH2:13][C:14]2[CH:19]=[CH:18][CH:17]=[CH:16][CH:15]=2)=[O:11])[CH2:5]1)#[C:2][CH3:3].Br[C:21]1[CH:26]=[CH:25][C:24]([C:27]([OH:36])([C:32]([F:35])([F:34])[F:33])[C:28]([F:31])([F:30])[F:29])=[CH:23][CH:22]=1.C1(P(C2CCCCC2)C2C=CC=CC=2C2C(OC(C)C)=CC=CC=2OC(C)C)CCCCC1.CC(C)([O-])C.[Na+], predict the reaction product. The product is: [C:1]([CH:4]1[N:9]([C:21]2[CH:26]=[CH:25][C:24]([C:27]([OH:36])([C:32]([F:33])([F:35])[F:34])[C:28]([F:31])([F:29])[F:30])=[CH:23][CH:22]=2)[CH2:8][CH2:7][N:6]([C:10]([O:12][CH2:13][C:14]2[CH:15]=[CH:16][CH:17]=[CH:18][CH:19]=2)=[O:11])[CH2:5]1)#[C:2][CH3:3]. (4) Given the reactants C(O[C:9]([NH:11][CH2:12][CH2:13][C@H:14]([NH:18][C:19]([O:21][C:22]([CH3:25])([CH3:24])[CH3:23])=[O:20])[C:15]([OH:17])=[O:16])=O)C1C=CC=CC=1.[CH2:26]=O, predict the reaction product. The product is: [C:22]([O:21][C:19]([NH:18][C@@H:14]([CH2:13][CH2:12][N:11]([CH3:9])[CH3:26])[C:15]([OH:17])=[O:16])=[O:20])([CH3:23])([CH3:24])[CH3:25]. (5) Given the reactants Cl.[CH:2]([N:5]1[C:13]2[C:8](=[CH:9][C:10]([O:14][CH:15]3[CH2:20][CH2:19][N:18]([CH:21]([CH3:23])[CH3:22])[CH2:17][CH2:16]3)=[CH:11][CH:12]=2)[CH:7]=[C:6]1[C:24]([N:26]1[CH2:31][CH2:30][NH:29][CH2:28][CH2:27]1)=[O:25])([CH3:4])[CH3:3].[CH3:32][CH:33]([S:35](Cl)(=[O:37])=[O:36])[CH3:34], predict the reaction product. The product is: [CH:2]([N:5]1[C:13]2[C:8](=[CH:9][C:10]([O:14][CH:15]3[CH2:20][CH2:19][N:18]([CH:21]([CH3:23])[CH3:22])[CH2:17][CH2:16]3)=[CH:11][CH:12]=2)[CH:7]=[C:6]1[C:24]([N:26]1[CH2:27][CH2:28][N:29]([S:35]([CH:33]([CH3:34])[CH3:32])(=[O:37])=[O:36])[CH2:30][CH2:31]1)=[O:25])([CH3:3])[CH3:4]. (6) Given the reactants [Cl:1][C:2]1[CH:7]=[CH:6][C:5]([C:8](=[O:17])[C:9]2[CH:14]=[CH:13][C:12]([O:15][CH3:16])=[CH:11][CH:10]=2)=[CH:4][C:3]=1[S:18]([NH:21][CH2:22][CH2:23][C:24]1[CH:29]=[CH:28][CH:27]=[CH:26][CH:25]=1)(=[O:20])=[O:19].[F:30]C1C=CC(CCN)=CC=1, predict the reaction product. The product is: [Cl:1][C:2]1[CH:7]=[CH:6][C:5]([C:8](=[O:17])[C:9]2[CH:10]=[CH:11][C:12]([O:15][CH3:16])=[CH:13][CH:14]=2)=[CH:4][C:3]=1[S:18]([NH:21][CH2:22][CH2:23][C:24]1[CH:25]=[CH:26][C:27]([F:30])=[CH:28][CH:29]=1)(=[O:19])=[O:20]. (7) Given the reactants [CH3:1][O:2][C:3]1[CH:8]=[C:7]([N+:9]([O-])=O)[CH:6]=[CH:5][C:4]=1[C:12]1[S:13][C:14]2[CH:20]=[C:19]([O:21][CH3:22])[CH:18]=[CH:17][C:15]=2[N:16]=1.O.O.[Sn](Cl)Cl, predict the reaction product. The product is: [NH2:9][C:7]1[CH:6]=[CH:5][C:4]([C:12]2[S:13][C:14]3[CH:20]=[C:19]([O:21][CH3:22])[CH:18]=[CH:17][C:15]=3[N:16]=2)=[C:3]([O:2][CH3:1])[CH:8]=1. (8) Given the reactants [N:1]1[C:10]2[N:9]3[CH2:11][CH2:12][O:13][CH2:14][CH:8]3[CH2:7][NH:6][C:5]=2[CH:4]=[N:3][C:2]=1[C:15]1[C:23]2[C:18](=[C:19]([O:24][CH3:25])[CH:20]=[CH:21][CH:22]=2)[N:17](C(OC(C)(C)C)=O)[CH:16]=1.[C:33]([OH:39])([C:35]([F:38])([F:37])[F:36])=[O:34], predict the reaction product. The product is: [C:33]([OH:39])([C:35]([F:38])([F:37])[F:36])=[O:34].[CH3:25][O:24][C:19]1[CH:20]=[CH:21][CH:22]=[C:23]2[C:18]=1[NH:17][CH:16]=[C:15]2[C:2]1[N:3]=[CH:4][C:5]2[NH:6][CH2:7][CH:8]3[CH2:14][O:13][CH2:12][CH2:11][N:9]3[C:10]=2[N:1]=1. (9) Given the reactants [N:1]1([CH:7]2[CH2:12][CH2:11][N:10]([CH2:13][CH:14]([C:16]3[CH:21]=[CH:20][CH:19]=[CH:18][CH:17]=3)O)[CH2:9][CH2:8]2)[CH2:6][CH2:5][CH2:4][CH2:3][CH2:2]1.CS(Cl)(=O)=O.[CH2:27]([O:29][CH2:30][CH2:31][N:32]1[CH2:37][CH2:36][NH:35][CH2:34][CH2:33]1)[CH3:28], predict the reaction product. The product is: [CH2:27]([O:29][CH2:30][CH2:31][N:32]1[CH2:33][CH2:34][N:35]([CH:14]([C:16]2[CH:21]=[CH:20][CH:19]=[CH:18][CH:17]=2)[CH2:13][N:10]2[CH2:11][CH2:12][CH:7]([N:1]3[CH2:6][CH2:5][CH2:4][CH2:3][CH2:2]3)[CH2:8][CH2:9]2)[CH2:36][CH2:37]1)[CH3:28].